This data is from Forward reaction prediction with 1.9M reactions from USPTO patents (1976-2016). The task is: Predict the product of the given reaction. (1) Given the reactants Br[C:2]1[CH:12]=[CH:11][C:5]2[CH:6]=[C:7]([CH:9]=[O:10])[S:8][C:4]=2[CH:3]=1.[CH2:13]([B-](F)(F)F)[CH2:14][CH2:15][CH3:16].[K+], predict the reaction product. The product is: [CH2:13]([C:2]1[CH:12]=[CH:11][C:5]2[CH:6]=[C:7]([CH:9]=[O:10])[S:8][C:4]=2[CH:3]=1)[CH2:14][CH2:15][CH3:16]. (2) Given the reactants N#N.C[O:4][C:5]([C:7]1[N:8]=[CH:9][O:10][C:11]=1[C:12]1[CH:17]=[CH:16][CH:15]=[C:14]([CH2:18][CH2:19][O:20][Si:21]([C:24]([CH3:27])([CH3:26])[CH3:25])([CH3:23])[CH3:22])[CH:13]=1)=[O:6].[Li+].[OH-], predict the reaction product. The product is: [C:24]([Si:21]([CH3:23])([CH3:22])[O:20][CH2:19][CH2:18][C:14]1[CH:13]=[C:12]([C:11]2[O:10][CH:9]=[N:8][C:7]=2[C:5]([OH:6])=[O:4])[CH:17]=[CH:16][CH:15]=1)([CH3:26])([CH3:25])[CH3:27]. (3) Given the reactants O.O.O.O.O.O.[F:7][B-:8]([F:11])([F:10])[F:9].[F:12][B-:13]([F:16])([F:15])[F:14].[Fe+2:17], predict the reaction product. The product is: [F:7][B-:8]([F:11])([F:10])[F:9].[F:12][B-:13]([F:16])([F:15])[F:14].[Fe+2:17].